This data is from hERG Central: cardiac toxicity at 1µM, 10µM, and general inhibition. The task is: Predict hERG channel inhibition at various concentrations. (1) The compound is O=C(NCc1ccco1)c1cc(-c2ccccc2)nn1CC1CC(c2cccnc2)=NO1. Results: hERG_inhib (hERG inhibition (general)): blocker. (2) The molecule is COc1cccc(-n2c(SCC(=O)Nc3nccs3)nnc2-c2ccoc2C)c1. Results: hERG_inhib (hERG inhibition (general)): blocker. (3) The drug is Cc1ccc(Cl)cc1S(=O)(=O)N1CCC(C(=O)NC2CCN(Cc3ccccc3)CC2)CC1. Results: hERG_inhib (hERG inhibition (general)): blocker. (4) The molecule is Cc1cccc2sc(NC(=O)C3CCN(C(=O)c4ccco4)CC3)nc12. Results: hERG_inhib (hERG inhibition (general)): blocker.